From a dataset of NCI-60 drug combinations with 297,098 pairs across 59 cell lines. Regression. Given two drug SMILES strings and cell line genomic features, predict the synergy score measuring deviation from expected non-interaction effect. (1) Drug 1: CS(=O)(=O)C1=CC(=C(C=C1)C(=O)NC2=CC(=C(C=C2)Cl)C3=CC=CC=N3)Cl. Drug 2: C1CCN(CC1)CCOC2=CC=C(C=C2)C(=O)C3=C(SC4=C3C=CC(=C4)O)C5=CC=C(C=C5)O. Cell line: CCRF-CEM. Synergy scores: CSS=10.9, Synergy_ZIP=-0.0221, Synergy_Bliss=10.1, Synergy_Loewe=5.87, Synergy_HSA=6.27. (2) Drug 1: CCC1(CC2CC(C3=C(CCN(C2)C1)C4=CC=CC=C4N3)(C5=C(C=C6C(=C5)C78CCN9C7C(C=CC9)(C(C(C8N6C=O)(C(=O)OC)O)OC(=O)C)CC)OC)C(=O)OC)O.OS(=O)(=O)O. Drug 2: CCN(CC)CCNC(=O)C1=C(NC(=C1C)C=C2C3=C(C=CC(=C3)F)NC2=O)C. Cell line: MALME-3M. Synergy scores: CSS=12.1, Synergy_ZIP=-1.81, Synergy_Bliss=7.47, Synergy_Loewe=-8.29, Synergy_HSA=1.87. (3) Drug 1: CC=C1C(=O)NC(C(=O)OC2CC(=O)NC(C(=O)NC(CSSCCC=C2)C(=O)N1)C(C)C)C(C)C. Drug 2: CCCCC(=O)OCC(=O)C1(CC(C2=C(C1)C(=C3C(=C2O)C(=O)C4=C(C3=O)C=CC=C4OC)O)OC5CC(C(C(O5)C)O)NC(=O)C(F)(F)F)O. Cell line: CCRF-CEM. Synergy scores: CSS=66.6, Synergy_ZIP=3.28, Synergy_Bliss=3.94, Synergy_Loewe=-4.39, Synergy_HSA=3.65. (4) Drug 1: CC1=C2C(C(=O)C3(C(CC4C(C3C(C(C2(C)C)(CC1OC(=O)C(C(C5=CC=CC=C5)NC(=O)OC(C)(C)C)O)O)OC(=O)C6=CC=CC=C6)(CO4)OC(=O)C)OC)C)OC. Drug 2: CS(=O)(=O)CCNCC1=CC=C(O1)C2=CC3=C(C=C2)N=CN=C3NC4=CC(=C(C=C4)OCC5=CC(=CC=C5)F)Cl. Cell line: HT29. Synergy scores: CSS=68.7, Synergy_ZIP=12.9, Synergy_Bliss=11.1, Synergy_Loewe=-28.7, Synergy_HSA=8.58. (5) Drug 1: CN(C)N=NC1=C(NC=N1)C(=O)N. Drug 2: C1CNP(=O)(OC1)N(CCCl)CCCl. Cell line: OVCAR-4. Synergy scores: CSS=-1.96, Synergy_ZIP=1.20, Synergy_Bliss=1.15, Synergy_Loewe=-0.753, Synergy_HSA=-0.503. (6) Drug 1: C1=NNC2=C1C(=O)NC=N2. Drug 2: C1CNP(=O)(OC1)N(CCCl)CCCl. Cell line: EKVX. Synergy scores: CSS=1.74, Synergy_ZIP=-1.63, Synergy_Bliss=-1.61, Synergy_Loewe=-1.09, Synergy_HSA=-0.891. (7) Drug 1: CC12CCC(CC1=CCC3C2CCC4(C3CC=C4C5=CN=CC=C5)C)O. Drug 2: CCC1=CC2CC(C3=C(CN(C2)C1)C4=CC=CC=C4N3)(C5=C(C=C6C(=C5)C78CCN9C7C(C=CC9)(C(C(C8N6C)(C(=O)OC)O)OC(=O)C)CC)OC)C(=O)OC.C(C(C(=O)O)O)(C(=O)O)O. Cell line: SF-295. Synergy scores: CSS=56.1, Synergy_ZIP=3.94, Synergy_Bliss=5.87, Synergy_Loewe=-18.3, Synergy_HSA=8.40.